Dataset: Reaction yield outcomes from USPTO patents with 853,638 reactions. Task: Predict the reaction yield, written as a fraction of the theoretical maximum amount of product (1.0 means a 100% yield; for example, 0.34 means a 34% yield). (1) The reactants are FC(F)(F)C(O)=O.[CH3:8][O:9][C:10]1[CH:11]=[C:12]2[C:16](=[CH:17][CH:18]=1)[NH:15][C:14](=[O:19])[C@:13]12[CH2:21][C@H:20]1[C:22]1[CH:30]=[C:29]2[C:25]([C:26]([C:31]3[CH:36]=[CH:35][C:34]([N:37]4[CH2:42][CH2:41][NH:40][CH2:39][CH2:38]4)=[CH:33][CH:32]=3)=[N:27][NH:28]2)=[CH:24][CH:23]=1.[CH3:43][C:44]([CH3:46])=O.[BH-](OC(C)=O)(OC(C)=O)OC(C)=O.[Na+]. The catalyst is ClCCCl.CO.CCOCC. The product is [CH:44]([N:40]1[CH2:41][CH2:42][N:37]([C:34]2[CH:33]=[CH:32][C:31]([C:26]3[C:25]4[C:29](=[CH:30][C:22]([C@H:20]5[C@@:13]6([C:12]7[C:16](=[CH:17][CH:18]=[C:10]([O:9][CH3:8])[CH:11]=7)[NH:15][C:14]6=[O:19])[CH2:21]5)=[CH:23][CH:24]=4)[NH:28][N:27]=3)=[CH:36][CH:35]=2)[CH2:38][CH2:39]1)([CH3:46])[CH3:43]. The yield is 0.460. (2) The reactants are [CH3:1][O:2][C:3]([C:5]1[C:10]([Cl:11])=[C:9]([NH2:12])[N:8]=[C:7](Cl)[N:6]=1)=[O:4].[Cl:14][C:15]1[CH:20]=[CH:19][C:18](B(O)O)=[C:17]([F:24])[CH:16]=1.[F-].[Cs+]. The product is [CH3:1][O:2][C:3]([C:5]1[C:10]([Cl:11])=[C:9]([NH2:12])[N:8]=[C:7]([C:18]2[CH:19]=[CH:20][C:15]([Cl:14])=[CH:16][C:17]=2[F:24])[N:6]=1)=[O:4]. The yield is 0.408. The catalyst is COCCOC.O.C(OCC)(=O)C.Cl[Pd](Cl)([P](C1C=CC=CC=1)(C1C=CC=CC=1)C1C=CC=CC=1)[P](C1C=CC=CC=1)(C1C=CC=CC=1)C1C=CC=CC=1. (3) The catalyst is CC(O)(C)C.C(=O)(O)[O-].[Na+].[Pd].CC(C1C=C(C(C)C)C(C2C(P(C3CCCCC3)C3CCCCC3)=C(OC)C=CC=2OC)=C(C(C)C)C=1)C. The reactants are Cl[C:2]1[CH:7]=[C:6]([C:8]2[CH:9]=[C:10]([NH:15][C:16](=[O:27])[C:17]3[CH:22]=[CH:21][N:20]=[C:19]([C:23]([F:26])([F:25])[F:24])[CH:18]=3)[CH:11]=[CH:12][C:13]=2[CH3:14])[CH:5]=[C:4]([N:28]2[CH2:33][CH2:32][O:31][CH2:30][CH2:29]2)[N:3]=1.[NH2:34][CH2:35][C@H:36]([OH:38])[CH3:37].C(=O)([O-])[O-].[Cs+].[Cs+]. The yield is 0.370. The product is [OH:38][C@H:36]([CH3:37])[CH2:35][NH:34][C:2]1[CH:7]=[C:6]([C:8]2[CH:9]=[C:10]([NH:15][C:16](=[O:27])[C:17]3[CH:22]=[CH:21][N:20]=[C:19]([C:23]([F:25])([F:26])[F:24])[CH:18]=3)[CH:11]=[CH:12][C:13]=2[CH3:14])[CH:5]=[C:4]([N:28]2[CH2:29][CH2:30][O:31][CH2:32][CH2:33]2)[N:3]=1. (4) The reactants are [C:1]([NH:9][C:10]1[CH:11]=[C:12]([CH:16]=[CH:17][CH:18]=1)[C:13](O)=[O:14])(=[O:8])[C:2]1[CH:7]=[CH:6][CH:5]=[CH:4][CH:3]=1.S(Cl)([Cl:21])=O. The catalyst is C1(C)C=CC=CC=1. The product is [C:1]([NH:9][C:10]1[CH:11]=[C:12]([CH:16]=[CH:17][CH:18]=1)[C:13]([Cl:21])=[O:14])(=[O:8])[C:2]1[CH:7]=[CH:6][CH:5]=[CH:4][CH:3]=1. The yield is 0.950. (5) The reactants are [C:1]([CH2:11][C:12]([O:14]CC)=[O:13])(=O)[CH:2]=[CH:3][C:4]1[CH:9]=[CH:8][CH:7]=[CH:6][CH:5]=1.[N:17]([C:20]1[CH:30]=[CH:29][C:23]([C:24]([NH:26][CH2:27][CH3:28])=[O:25])=[CH:22][CH:21]=1)=[N+:18]=[N-:19].[O-]CC.[Na+].O. The catalyst is C(O)C. The product is [CH2:27]([NH:26][C:24]([C:23]1[CH:29]=[CH:30][C:20]([N:17]2[C:1](/[CH:2]=[CH:3]/[C:4]3[CH:5]=[CH:6][CH:7]=[CH:8][CH:9]=3)=[C:11]([C:12]([OH:14])=[O:13])[N:19]=[N:18]2)=[CH:21][CH:22]=1)=[O:25])[CH3:28]. The yield is 0.439. (6) The reactants are [CH:1]1([S:4]([C:7]2[CH:12]=[CH:11][C:10]([CH:13]([CH2:30][CH:31]3[CH2:36][CH2:35][O:34][CH2:33][CH2:32]3)[C:14](=O)[CH:15]([CH2:21][C:22](=O)[C:23]3[S:24][CH:25]=[CH:26][N:27]=3)[C:16]([O:18][CH2:19][CH3:20])=[O:17])=[CH:9][CH:8]=2)(=[O:6])=[O:5])[CH2:3][CH2:2]1.C([O-])(=O)C.[NH4+:41].C(=O)([O-])O.[Na+]. The catalyst is C(O)(=O)C. The product is [CH:1]1([S:4]([C:7]2[CH:12]=[CH:11][C:10]([CH:13]([C:14]3[NH:41][C:22]([C:23]4[S:24][CH:25]=[CH:26][N:27]=4)=[CH:21][C:15]=3[C:16]([O:18][CH2:19][CH3:20])=[O:17])[CH2:30][CH:31]3[CH2:36][CH2:35][O:34][CH2:33][CH2:32]3)=[CH:9][CH:8]=2)(=[O:6])=[O:5])[CH2:3][CH2:2]1. The yield is 0.680. (7) The reactants are O=O.[Br:3][C:4]1[CH:9]=[CH:8][C:7]([CH:10]([F:12])[F:11])=[CH:6][CH:5]=1.[Br:13]N1C(=O)CCC1=O. The catalyst is C(Cl)(Cl)(Cl)Cl. The product is [Br:3][C:4]1[CH:9]=[CH:8][C:7]([C:10]([Br:13])([F:12])[F:11])=[CH:6][CH:5]=1. The yield is 0.660.